This data is from Reaction yield outcomes from USPTO patents with 853,638 reactions. The task is: Predict the reaction yield, written as a fraction of the theoretical maximum amount of product (1.0 means a 100% yield; for example, 0.34 means a 34% yield). The reactants are [Cl:1][C:2]1[CH:3]=[CH:4][C:5]([CH2:12][CH3:13])=[C:6]([CH:11]=1)[C:7]([O:9][CH3:10])=[O:8].OS(O)(=O)=O.[N+:19]([O-])([OH:21])=[O:20].O=S(Cl)Cl. The catalyst is CO. The product is [Cl:1][C:2]1[CH:3]=[C:4]([N+:19]([O-:21])=[O:20])[C:5]([CH2:12][CH3:13])=[C:6]([CH:11]=1)[C:7]([O:9][CH3:10])=[O:8]. The yield is 0.984.